Dataset: Forward reaction prediction with 1.9M reactions from USPTO patents (1976-2016). Task: Predict the product of the given reaction. Given the reactants [Na+:1].[Cl-:2].[Cl-].[K+:4].[C:5]([OH:8])(=[O:7])[CH3:6], predict the reaction product. The product is: [ClH:2].[C:5]([O-:8])(=[O:7])[CH3:6].[Na+:1].[C:5]([O-:8])(=[O:7])[CH3:6].[K+:4].